This data is from Catalyst prediction with 721,799 reactions and 888 catalyst types from USPTO. The task is: Predict which catalyst facilitates the given reaction. (1) Reactant: [C:1]([O:5][C:6]([NH:8][C:9]([CH3:17])([CH3:16])[CH2:10]/[CH:11]=[CH:12]/[C:13]([OH:15])=O)=[O:7])([CH3:4])([CH3:3])[CH3:2].ON1C2N=CC=CC=2N=N1.CN(C)CCCN=C=NCC.[S:39]1[CH:43]=[C:42]([CH2:44][CH:45]([NH:62][CH3:63])[C:46]([N:48]([CH3:61])[C@@H:49]([C:57](=[O:60])[NH:58][CH3:59])[CH2:50][C:51]2[CH:56]=[CH:55][CH:54]=[CH:53][CH:52]=2)=[O:47])[C:41]2[CH:64]=[CH:65][CH:66]=[CH:67][C:40]1=2.C(N(C(C)C)CC)(C)C. Product: [C:1]([O:5][C:6](=[O:7])[NH:8][C:9]([CH3:17])([CH3:16])[CH2:10]/[CH:11]=[CH:12]/[C:13](=[O:15])[N:62]([C@@H:45]([C:46](=[O:47])[N:48]([CH3:61])[CH:49]([C:57](=[O:60])[NH:58][CH3:59])[CH2:50][C:51]1[CH:56]=[CH:55][CH:54]=[CH:53][CH:52]=1)[CH2:44][C:42]1[C:41]2[CH:64]=[CH:65][CH:66]=[CH:67][C:40]=2[S:39][CH:43]=1)[CH3:63])([CH3:2])([CH3:3])[CH3:4]. The catalyst class is: 2. (2) Reactant: Cl.[N:2]([C:5]1[C:6]([NH2:12])=[N:7][CH:8]=[C:9]([F:11])[CH:10]=1)=[N+]=[N-].C(=O)([O-])[O-]. Product: [F:11][C:9]1[CH:10]=[C:5]([NH2:2])[C:6]([NH2:12])=[N:7][CH:8]=1. The catalyst class is: 7. (3) Reactant: [F:1][C:2]([F:16])([F:15])[O:3][C:4]1[CH:5]=[C:6]2[C:11](=[C:12]([NH2:14])[CH:13]=1)[N:10]=[CH:9][CH:8]=[CH:7]2.[C:17]([C:19]1[N:24]=[CH:23][C:22]([S:25](Cl)(=[O:27])=[O:26])=[CH:21][CH:20]=1)#[N:18].N1C=CC=CC=1. Product: [F:16][C:2]([F:1])([F:15])[O:3][C:4]1[CH:5]=[C:6]2[C:11](=[C:12]([NH:14][S:25]([C:22]3[CH:23]=[N:24][C:19]([C:17]#[N:18])=[CH:20][CH:21]=3)(=[O:26])=[O:27])[CH:13]=1)[N:10]=[CH:9][CH:8]=[CH:7]2. The catalyst class is: 79. (4) Reactant: [CH2:1]([C@H:8]1[CH2:13][CH2:12][N:11]([CH2:14][CH2:15][S:16]([C:19]2[CH:24]=[CH:23][C:22]([O:25][C:26](=[O:42])[C:27]3[CH:32]=[CH:31][C:30]([CH2:33][NH:34]C(OC(C)(C)C)=O)=[CH:29][CH:28]=3)=[CH:21][CH:20]=2)(=[O:18])=[O:17])[CH2:10][C@H:9]1[OH:43])[C:2]1[CH:7]=[CH:6][CH:5]=[CH:4][CH:3]=1. Product: [CH2:1]([C@H:8]1[CH2:13][CH2:12][N:11]([CH2:14][CH2:15][S:16]([C:19]2[CH:24]=[CH:23][C:22]([O:25][C:26](=[O:42])[C:27]3[CH:28]=[CH:29][C:30]([CH2:33][NH2:34])=[CH:31][CH:32]=3)=[CH:21][CH:20]=2)(=[O:17])=[O:18])[CH2:10][C@H:9]1[OH:43])[C:2]1[CH:3]=[CH:4][CH:5]=[CH:6][CH:7]=1. The catalyst class is: 67. (5) Reactant: Br[C:2]1[CH:3]=[C:4]2[C:8](=[CH:9][CH:10]=1)[N:7]([CH:11]1[CH2:16][CH2:15][O:14][CH2:13][CH2:12]1)[CH:6]=[CH:5]2.[B:17]1([B:17]2[O:21][C:20]([CH3:23])([CH3:22])[C:19]([CH3:25])([CH3:24])[O:18]2)[O:21][C:20]([CH3:23])([CH3:22])[C:19]([CH3:25])([CH3:24])[O:18]1.C([O-])(=O)C.[K+].C(Cl)Cl. Product: [O:14]1[CH2:15][CH2:16][CH:11]([N:7]2[C:8]3[C:4](=[CH:3][C:2]([B:17]4[O:21][C:20]([CH3:23])([CH3:22])[C:19]([CH3:25])([CH3:24])[O:18]4)=[CH:10][CH:9]=3)[CH:5]=[CH:6]2)[CH2:12][CH2:13]1. The catalyst class is: 873. (6) Reactant: [Cl:1][C:2]1[CH:7]=[CH:6][C:5]([C:8]2[S:9][C:10]([C:19](=[O:28])[C:20]3[CH:25]=[CH:24][C:23]([O:26][CH3:27])=[CH:22][CH:21]=3)=[CH:11][C:12]=2[CH2:13][C:14]([O:16][CH2:17][CH3:18])=[O:15])=[CH:4][CH:3]=1.[CH3:29][Si]([N-][Si](C)(C)C)(C)C.[Li+].BrCOC.O. Product: [Cl:1][C:2]1[CH:3]=[CH:4][C:5]([C:8]2[S:9][C:10]([C:19](=[O:28])[C:20]3[CH:21]=[CH:22][C:23]([O:26][CH3:27])=[CH:24][CH:25]=3)=[CH:11][C:12]=2[C:13](=[CH2:29])[C:14]([O:16][CH2:17][CH3:18])=[O:15])=[CH:6][CH:7]=1. The catalyst class is: 7. (7) Reactant: [OH-].[Na+].[Cl:3][C:4]1[CH:9]=[C:8]([Cl:10])[CH:7]=[CH:6][C:5]=1[C:11]1[CH:16]=[CH:15][C:14]([NH:17][C:18]([C:20]2[CH:25]=[C:24]([F:26])[C:23]([F:27])=[CH:22][C:21]=2[C:28]2[CH:29]=[CH:30][C:31]([C:34]([NH:36][CH2:37][CH2:38][C:39]([O:41]CC)=[O:40])=[O:35])=[N:32][CH:33]=2)=[O:19])=[CH:13][CH:12]=1. Product: [Cl:3][C:4]1[CH:9]=[C:8]([Cl:10])[CH:7]=[CH:6][C:5]=1[C:11]1[CH:16]=[CH:15][C:14]([NH:17][C:18]([C:20]2[CH:25]=[C:24]([F:26])[C:23]([F:27])=[CH:22][C:21]=2[C:28]2[CH:29]=[CH:30][C:31]([C:34]([NH:36][CH2:37][CH2:38][C:39]([OH:41])=[O:40])=[O:35])=[N:32][CH:33]=2)=[O:19])=[CH:13][CH:12]=1. The catalyst class is: 1. (8) Product: [CH3:11][NH2:12].[C:13]([OH:18])([C:14]([F:17])([F:16])[F:15])=[O:37]. The catalyst class is: 328. Reactant: FC(F)(F)C1C=C(C=C(C(F)(F)F)C=1)COCC(O)(C1C=CC=CC=1)C[CH2:11][N:12](C)[C:13](=[O:18])[C:14]([F:17])([F:16])[F:15].C[OH:37].